From a dataset of Full USPTO retrosynthesis dataset with 1.9M reactions from patents (1976-2016). Predict the reactants needed to synthesize the given product. (1) Given the product [N:16]1[CH:17]=[CH:18][CH:19]=[CH:20][C:15]=1[C:12]1[S:11][C:10]([CH2:9][OH:8])=[N:14][N:13]=1, predict the reactants needed to synthesize it. The reactants are: C([O:8][CH2:9][C:10]1[S:11][C:12]([C:15]2[CH:20]=[CH:19][CH:18]=[CH:17][N:16]=2)=[N:13][N:14]=1)C1C=CC=CC=1.BrB(Br)Br. (2) Given the product [CH2:23]([O:22][C:21](=[O:25])[CH2:13][C:12]([C:11]1[N:7]([CH2:6][CH2:5][O:4][CH3:3])[N:8]=[CH:9][N:10]=1)=[O:14])[CH3:24], predict the reactants needed to synthesize it. The reactants are: [H-].[Na+].[CH3:3][O:4][CH2:5][CH2:6][N:7]1[C:11]([C:12](=[O:14])[CH3:13])=[N:10][CH:9]=[N:8]1.Cl.C([O-])(O)=O.[Na+].[C:21](=O)([O:25]CC)[O:22][CH2:23][CH3:24].